This data is from CYP2D6 substrate classification data from Carbon-Mangels et al.. The task is: Regression/Classification. Given a drug SMILES string, predict its absorption, distribution, metabolism, or excretion properties. Task type varies by dataset: regression for continuous measurements (e.g., permeability, clearance, half-life) or binary classification for categorical outcomes (e.g., BBB penetration, CYP inhibition). Dataset: cyp2d6_substrate_carbonmangels. (1) The drug is CN(C)CCOc1ccc(/C(=C(\CCCl)c2ccccc2)c2ccccc2)cc1. The result is 0 (non-substrate). (2) The compound is C[C@@H](CCc1ccccc1)NC[C@H](O)c1ccc(O)c(C(N)=O)c1. The result is 1 (substrate). (3) The molecule is N[C@@H](Cc1cc(I)c(Oc2ccc(O)c(I)c2)c(I)c1)C(=O)O. The result is 0 (non-substrate). (4) The molecule is Cc1ccc(C)c(OCCCC(C)(C)C(=O)O)c1. The result is 0 (non-substrate). (5) The molecule is CCOC(=O)C1=C(C)NC(C)=C(C(=O)OC)[C@@H]1c1cccc([N+](=O)[O-])c1. The result is 0 (non-substrate). (6) The drug is CCC(=O)N(c1ccccc1)C1(COC)CCN(CCc2cccs2)CC1. The result is 0 (non-substrate). (7) The drug is O=c1c(O)c(-c2ccc(O)c(O)c2)oc2cc(O)cc(O)c12. The result is 0 (non-substrate). (8) The compound is Cc1nnc2n1-c1ccc(Cl)cc1C(c1ccccc1Cl)=NC2. The result is 0 (non-substrate).